This data is from Full USPTO retrosynthesis dataset with 1.9M reactions from patents (1976-2016). The task is: Predict the reactants needed to synthesize the given product. (1) The reactants are: [C:1]([O:5][C:6]([NH:8][C@@H:9]([CH2:13][C:14]([CH3:16])=[CH2:15])[C:10]([OH:12])=[O:11])=[O:7])([CH3:4])([CH3:3])[CH3:2].[Si](C=[N+]=[N-])(C)(C)[CH3:18]. Given the product [C:1]([O:5][C:6]([NH:8][C@@H:9]([CH2:13][C:14]([CH3:16])=[CH2:15])[C:10]([O:12][CH3:18])=[O:11])=[O:7])([CH3:4])([CH3:3])[CH3:2], predict the reactants needed to synthesize it. (2) Given the product [Cl:1][C:2]1[C:3]2[C:10]([I:11])=[CH:9][S:8][C:4]=2[N:5]=[CH:6][N:7]=1, predict the reactants needed to synthesize it. The reactants are: [Cl:1][C:2]1[C:3]2[C:10]([I:11])=[C:9](I)[S:8][C:4]=2[N:5]=[CH:6][N:7]=1.C1COCC1.C([Mg]Cl)(C)(C)C. (3) Given the product [F:1][C:2]1[CH:7]=[CH:6][C:5]([F:8])=[CH:4][C:3]=1[C:9]1[CH2:13][N:12]([C:14]([N:16]([C@H:18]2[CH2:23][CH2:22][N:21]([CH2:34][CH2:35][CH2:36][Si:37]([CH3:40])([CH3:39])[CH3:38])[CH2:20][C@H:19]2[F:24])[CH3:17])=[O:15])[C@:11]([CH2:31][OH:32])([C:25]2[CH:30]=[CH:29][CH:28]=[CH:27][CH:26]=2)[CH:10]=1, predict the reactants needed to synthesize it. The reactants are: [F:1][C:2]1[CH:7]=[CH:6][C:5]([F:8])=[CH:4][C:3]=1[C:9]1[CH2:13][N:12]([C:14]([N:16]([C@H:18]2[CH2:23][CH2:22][NH:21][CH2:20][C@H:19]2[F:24])[CH3:17])=[O:15])[C@:11]([CH2:31][OH:32])([C:25]2[CH:30]=[CH:29][CH:28]=[CH:27][CH:26]=2)[CH:10]=1.Cl[CH2:34][CH2:35][CH2:36][Si:37]([CH3:40])([CH3:39])[CH3:38].[I-].[Na+].CCOC(C)=O. (4) Given the product [CH2:1]([N:3]([C:8]1[CH:18]=[C:17]([S:19]([CH3:22])(=[O:20])=[O:21])[CH:16]=[CH:15][C:9]=1[C:10]([OH:12])=[O:11])[S:4]([CH3:7])(=[O:6])=[O:5])[CH3:2], predict the reactants needed to synthesize it. The reactants are: [CH2:1]([N:3]([C:8]1[CH:18]=[C:17]([S:19]([CH3:22])(=[O:21])=[O:20])[CH:16]=[CH:15][C:9]=1[C:10]([O:12]CC)=[O:11])[S:4]([CH3:7])(=[O:6])=[O:5])[CH3:2].O.[OH-].[Li+].Cl.